From a dataset of Catalyst prediction with 721,799 reactions and 888 catalyst types from USPTO. Predict which catalyst facilitates the given reaction. (1) Reactant: [OH-].[Na+].[N+:3]([C:6]1[CH:7]=[C:8]2[CH:14]=[C:13]([C:15]([F:18])([F:17])[F:16])[N:12](C(OC)=O)[C:9]2=[N:10][CH:11]=1)([O-:5])=[O:4].O.C(OCC)(=O)C. Product: [N+:3]([C:6]1[CH:7]=[C:8]2[CH:14]=[C:13]([C:15]([F:18])([F:17])[F:16])[NH:12][C:9]2=[N:10][CH:11]=1)([O-:5])=[O:4]. The catalyst class is: 36. (2) Reactant: [F:1][C:2]([F:18])([F:17])[C:3]1[CH:7]=[C:6]([CH2:8][NH:9][C:10](=[O:16])[O:11][C:12]([CH3:15])([CH3:14])[CH3:13])[NH:5][N:4]=1.[F:19][C:20]1[CH:21]=[C:22](B(O)O)[CH:23]=[C:24]([F:26])[CH:25]=1.N1C=CC=CC=1. Product: [F:19][C:20]1[CH:21]=[C:22]([N:5]2[C:6]([CH2:8][NH:9][C:10](=[O:16])[O:11][C:12]([CH3:14])([CH3:15])[CH3:13])=[CH:7][C:3]([C:2]([F:1])([F:17])[F:18])=[N:4]2)[CH:23]=[C:24]([F:26])[CH:25]=1. The catalyst class is: 221. (3) Reactant: [Cl:1][C:2]1[CH:3]=[CH:4][C:5]([O:17][CH2:18][C:19]2[CH:24]=[CH:23][C:22]([F:25])=[CH:21][C:20]=2[F:26])=[C:6]([CH2:8][N:9]2[C:13]([CH3:14])=[CH:12][C:11]([C:15]#[N:16])=[N:10]2)[CH:7]=1.[CH2:27]([OH:29])[CH3:28]. Product: [ClH:1].[Cl:1][C:2]1[CH:3]=[CH:4][C:5]([O:17][CH2:18][C:19]2[CH:24]=[CH:23][C:22]([F:25])=[CH:21][C:20]=2[F:26])=[C:6]([CH2:8][N:9]2[C:13]([CH3:14])=[CH:12][C:11]([C:15](=[NH:16])[O:29][CH2:27][CH3:28])=[N:10]2)[CH:7]=1. The catalyst class is: 27. (4) Reactant: [Cl:1][C:2]1[CH:24]=[C:23]([Cl:25])[CH:22]=[CH:21][C:3]=1[CH2:4][N:5]1[C:9]([CH2:10][CH2:11][C:12](OCC)=[O:13])=[CH:8][C:7]([O:17][CH2:18][CH2:19][CH3:20])=[N:6]1.[H-].C([Al+]CC(C)C)C(C)C.[Cl-].[NH4+]. Product: [Cl:1][C:2]1[CH:24]=[C:23]([Cl:25])[CH:22]=[CH:21][C:3]=1[CH2:4][N:5]1[C:9]([CH2:10][CH2:11][CH2:12][OH:13])=[CH:8][C:7]([O:17][CH2:18][CH2:19][CH3:20])=[N:6]1. The catalyst class is: 207. (5) Reactant: C([Li])CCC.[CH2:6]([O:13][C:14]1[CH:30]=[CH:29][C:17]([CH2:18][C:19]2[CH:28]=[C:27]3[C:21](=[CH:22][CH:23]=[CH:24][CH:25]=[CH:26]3)[CH:20]=2)=[CH:16][C:15]=1Br)[C:7]1[CH:12]=[CH:11][CH:10]=[CH:9][CH:8]=1.[CH2:32]([O:39][C@@H:40]1[C@@H:46]([O:47][CH2:48][C:49]2[CH:54]=[CH:53][CH:52]=[CH:51][CH:50]=2)[C@H:45]([O:55][CH2:56][C:57]2[CH:62]=[CH:61][CH:60]=[CH:59][CH:58]=2)[C@@H:44]([CH2:63][O:64][CH2:65][C:66]2[CH:71]=[CH:70][CH:69]=[CH:68][CH:67]=2)[O:43][C:41]1=[O:42])[C:33]1[CH:38]=[CH:37][CH:36]=[CH:35][CH:34]=1.[Cl-].[NH4+]. Product: [CH:20]1[C:21]2[C:27]([CH:26]=[CH:25][CH:24]=[CH:23][CH:22]=2)=[CH:28][C:19]=1[CH2:18][C:17]1[CH:29]=[CH:30][C:14]([O:13][CH2:6][C:7]2[CH:8]=[CH:9][CH:10]=[CH:11][CH:12]=2)=[C:15]([C:41]2([O:43][C@H:44]([CH2:63][O:64][CH2:65][C:66]3[CH:67]=[CH:68][CH:69]=[CH:70][CH:71]=3)[C@@H:45]([O:55][CH2:56][C:57]3[CH:58]=[CH:59][CH:60]=[CH:61][CH:62]=3)[C@H:46]([O:47][CH2:48][C:49]3[CH:54]=[CH:53][CH:52]=[CH:51][CH:50]=3)[C@H:40]2[O:39][CH2:32][C:33]2[CH:38]=[CH:37][CH:36]=[CH:35][CH:34]=2)[OH:42])[CH:16]=1. The catalyst class is: 134. (6) Reactant: [C:1]1([CH:7]([CH:14]2[CH2:19][CH2:18][N:17]([CH3:20])[CH2:16][CH2:15]2)[N:8]2[CH2:13][CH2:12][NH:11][CH2:10][CH2:9]2)[CH:6]=[CH:5][CH:4]=[CH:3][CH:2]=1.[C:21]1([CH:27]([N:34]=[C:35]=[O:36])[C:28]2[CH:33]=[CH:32][CH:31]=[CH:30][CH:29]=2)[CH:26]=[CH:25][CH:24]=[CH:23][CH:22]=1. Product: [CH:27]([NH:34][C:35]([N:11]1[CH2:10][CH2:9][N:8]([CH:7]([C:1]2[CH:2]=[CH:3][CH:4]=[CH:5][CH:6]=2)[CH:14]2[CH2:19][CH2:18][N:17]([CH3:20])[CH2:16][CH2:15]2)[CH2:13][CH2:12]1)=[O:36])([C:28]1[CH:29]=[CH:30][CH:31]=[CH:32][CH:33]=1)[C:21]1[CH:26]=[CH:25][CH:24]=[CH:23][CH:22]=1. The catalyst class is: 2. (7) Reactant: [F:1][C:2]1[CH:3]=[C:4]([C@H:8]([O:22][CH2:23][CH2:24]OS(C)(=O)=O)[C@@H:9]2[CH2:14][CH2:13][CH2:12][N:11]([C:15]([O:17][C:18]([CH3:21])([CH3:20])[CH3:19])=[O:16])[CH2:10]2)[CH:5]=[CH:6][CH:7]=1.CN(C=O)C.[N-:35]=[N+:36]=[N-:37].[Na+]. Product: [N:35]([CH2:24][CH2:23][O:22][C@@H:8]([C:4]1[CH:5]=[CH:6][CH:7]=[C:2]([F:1])[CH:3]=1)[C@@H:9]1[CH2:14][CH2:13][CH2:12][N:11]([C:15]([O:17][C:18]([CH3:21])([CH3:20])[CH3:19])=[O:16])[CH2:10]1)=[N+:36]=[N-:37]. The catalyst class is: 13. (8) Reactant: [CH3:1][O:2][C:3]([CH:5](P(OC)(OC)=O)[NH:6][C:7]([O:9][CH2:10][C:11]1[CH:16]=[CH:15][CH:14]=[CH:13][CH:12]=1)=[O:8])=[O:4].CN(C)C(N(C)C)=N.[CH3:31][C:32]1[CH:33]=[C:34]([CH:37]=[C:38]([N+:43]([O-:45])=[O:44])[C:39]=1[N+:40]([O-:42])=[O:41])[CH:35]=O. Product: [CH3:1][O:2][C:3](/[C:5](/[NH:6][C:7](=[O:8])[O:9][CH2:10][C:11]1[CH:12]=[CH:13][CH:14]=[CH:15][CH:16]=1)=[CH:35]/[C:34]1[CH:37]=[C:38]([N+:43]([O-:45])=[O:44])[C:39]([N+:40]([O-:42])=[O:41])=[C:32]([CH3:31])[CH:33]=1)=[O:4]. The catalyst class is: 7. (9) Reactant: [CH3:1][S:2]([CH2:5][C:6](=O)[CH3:7])(=[O:4])=[O:3].O.[NH2:10][NH2:11]. Product: [CH3:1][S:2]([CH2:5][C:6](=[N:10][NH2:11])[CH3:7])(=[O:4])=[O:3]. The catalyst class is: 8. (10) Reactant: [NH2:1][C:2]1[N:7]=[C:6]([NH:8][C@H:9]([C:11]2[N:12]([C:30]3[CH:35]=[CH:34][CH:33]=[CH:32][CH:31]=3)[C:13](=[O:29])[C:14]3[C:19]([CH:20]=2)=[CH:18][CH:17]=[CH:16][C:15]=3[C:21]2[CH:22]=[N:23][CH:24]=[C:25]([O:27]C)[CH:26]=2)[CH3:10])[C:5]([C:36]#[N:37])=[CH:4][N:3]=1.P(Br)(Br)Br.C([O-])(O)=O.[Na+]. Product: [NH2:1][C:2]1[N:7]=[C:6]([NH:8][C@H:9]([C:11]2[N:12]([C:30]3[CH:35]=[CH:34][CH:33]=[CH:32][CH:31]=3)[C:13](=[O:29])[C:14]3[C:19]([CH:20]=2)=[CH:18][CH:17]=[CH:16][C:15]=3[C:21]2[CH:22]=[N:23][CH:24]=[C:25]([OH:27])[CH:26]=2)[CH3:10])[C:5]([C:36]#[N:37])=[CH:4][N:3]=1. The catalyst class is: 2.